Task: Predict which catalyst facilitates the given reaction.. Dataset: Catalyst prediction with 721,799 reactions and 888 catalyst types from USPTO (1) Reactant: [CH3:1][O:2][C:3]1[CH:17]=[CH:16][C:6]([C:7]([NH:9][C:10]2[CH:15]=[CH:14][CH:13]=[CH:12][CH:11]=2)=[O:8])=[CH:5][C:4]=1[NH2:18].[C:19]([C:22]1[CH:23]=[C:24]([N:28]=[C:29]=[S:30])[CH:25]=[CH:26][CH:27]=1)([OH:21])=[O:20]. Product: [CH3:1][O:2][C:3]1[CH:17]=[CH:16][C:6]([C:7](=[O:8])[NH:9][C:10]2[CH:15]=[CH:14][CH:13]=[CH:12][CH:11]=2)=[CH:5][C:4]=1[NH:18][C:29](=[S:30])[NH:28][C:24]1[CH:23]=[C:22]([CH:27]=[CH:26][CH:25]=1)[C:19]([OH:21])=[O:20]. The catalyst class is: 13. (2) Reactant: [F:1][C:2]1[CH:3]=[CH:4][C:5]([O:18][CH:19]([CH3:21])[CH3:20])=[C:6]([N:8]2[CH2:13][CH2:12][N:11]([CH2:14][CH2:15][CH2:16][NH2:17])[CH2:10][CH2:9]2)[CH:7]=1.[CH3:22][C:23]1[C:24](=O)[O:25][C:26](=[O:29])[C:27]=1[CH3:28]. Product: [F:1][C:2]1[CH:3]=[CH:4][C:5]([O:18][CH:19]([CH3:21])[CH3:20])=[C:6]([N:8]2[CH2:13][CH2:12][N:11]([CH2:14][CH2:15][CH2:16][N:17]3[C:24](=[O:25])[C:23]([CH3:22])=[C:27]([CH3:28])[C:26]3=[O:29])[CH2:10][CH2:9]2)[CH:7]=1. The catalyst class is: 11. (3) Reactant: [C:1]([SiH2:5][O:6][C:7]([CH3:21])([CH3:20])[C:8]1[CH:9]=[C:10]([CH2:15][CH2:16][NH:17][CH2:18][CH3:19])[CH:11]=[CH:12][C:13]=1[Cl:14])([CH3:4])([CH3:3])[CH3:2].CCN(C(C)C)C(C)C.[CH3:31][C:32]([O:35][C:36](O[C:36]([O:35][C:32]([CH3:34])([CH3:33])[CH3:31])=[O:37])=[O:37])([CH3:34])[CH3:33]. Product: [C:32]([O:35][C:36](=[O:37])[N:17]([CH2:16][CH2:15][C:10]1[CH:11]=[CH:12][C:13]([Cl:14])=[C:8]([C:7]([CH3:20])([CH3:21])[O:6][SiH2:5][C:1]([CH3:4])([CH3:3])[CH3:2])[CH:9]=1)[CH2:18][CH3:19])([CH3:34])([CH3:33])[CH3:31]. The catalyst class is: 2. (4) Reactant: [CH:1]([CH:4]1[CH:8]2[C:9]3[C:14]([CH:5]1[CH2:6][CH2:7]2)=[CH:13][CH:12]=[CH:11][C:10]=3[NH2:15])([CH3:3])[CH3:2].C[Al](C)C.[F:20][C:21]([F:33])([F:32])[C:22]1[C:23]([C:28](OC)=[O:29])=[N:24][CH:25]=[CH:26][N:27]=1.Cl. Product: [CH:1]([CH:4]1[CH:8]2[C:9]3[C:14]([CH:5]1[CH2:6][CH2:7]2)=[CH:13][CH:12]=[CH:11][C:10]=3[NH:15][C:28]([C:23]1[C:22]([C:21]([F:32])([F:20])[F:33])=[N:27][CH:26]=[CH:25][N:24]=1)=[O:29])([CH3:3])[CH3:2]. The catalyst class is: 4. (5) Reactant: C1(C(O)=O)CC1.C([O:9][C:10]([C:12]1([C:15]2[CH:20]=[CH:19][C:18]([C:21]3[CH:26]=[CH:25][C:24]([C:27]4[O:31][N:30]=[C:29]([CH3:32])[C:28]=4[CH2:33]Br)=[CH:23][CH:22]=3)=[CH:17][CH:16]=2)[CH2:14][CH2:13]1)=[O:11])C.[C:35]1([C:41]2[CH:45]=[CH:44][NH:43][N:42]=2)[CH:40]=[CH:39][CH:38]=[CH:37][CH:36]=1.[H-].[Na+]. Product: [CH3:32][C:29]1[C:28]([CH2:33][N:43]2[CH:44]=[CH:45][C:41]([C:35]3[CH:40]=[CH:39][CH:38]=[CH:37][CH:36]=3)=[N:42]2)=[C:27]([C:24]2[CH:25]=[CH:26][C:21]([C:18]3[CH:17]=[CH:16][C:15]([C:12]4([C:10]([OH:9])=[O:11])[CH2:13][CH2:14]4)=[CH:20][CH:19]=3)=[CH:22][CH:23]=2)[O:31][N:30]=1. The catalyst class is: 861. (6) Reactant: C(=O)([O-])[O-].[K+].[K+].Br[C:8]1[C:9]([C:18]#[N:19])=[N:10][CH:11]=[C:12]([NH:14][CH2:15][CH2:16][OH:17])[N:13]=1.Cl.[CH2:21]1[C:27]2[CH:28]=[CH:29][CH:30]=[CH:31][C:26]=2[CH2:25][CH2:24][NH:23][CH2:22]1. Product: [OH:17][CH2:16][CH2:15][NH:14][C:12]1[N:13]=[C:8]([N:23]2[CH2:22][CH2:21][C:27]3[CH:28]=[CH:29][CH:30]=[CH:31][C:26]=3[CH2:25][CH2:24]2)[C:9]([C:18]#[N:19])=[N:10][CH:11]=1. The catalyst class is: 9. (7) The catalyst class is: 6. Reactant: [NH2:1][CH2:2][CH:3]([OH:6])[CH2:4][OH:5].Cl.CO[C:10](OC)([CH3:12])[CH3:11].CC1C=CC(S(O)(=O)=O)=CC=1. Product: [CH3:11][C:10]1([CH3:12])[O:6][CH:3]([CH2:2][NH2:1])[CH2:4][O:5]1. (8) Reactant: [NH2:1][C:2]1[N:7]=[C:6]([O:8]C)[C:5]([C:10](=[O:23])[CH2:11][CH2:12][CH:13]2[CH2:18][CH2:17][N:16]([CH2:19][CH:20]([CH3:22])[CH3:21])[CH2:15][CH2:14]2)=[CH:4][C:3]=1[Cl:24]. Product: [NH2:1][C:2]1[NH:7][C:6](=[O:8])[C:5]([C:10](=[O:23])[CH2:11][CH2:12][CH:13]2[CH2:18][CH2:17][N:16]([CH2:19][CH:20]([CH3:21])[CH3:22])[CH2:15][CH2:14]2)=[CH:4][C:3]=1[Cl:24]. The catalyst class is: 33. (9) The catalyst class is: 2. Product: [OH:12][C:10]([C:13]1[CH:14]=[CH:15][C:16]([I:19])=[CH:17][CH:18]=1)([CH3:11])[CH2:9][NH:8][S:4]([CH:1]([CH3:2])[CH3:20])(=[O:5])=[O:6]. Reactant: [CH2:1]([S:4](Cl)(=[O:6])=[O:5])[CH2:2]C.[NH2:8][CH2:9][C:10]([C:13]1[CH:18]=[CH:17][C:16]([I:19])=[CH:15][CH:14]=1)([OH:12])[CH3:11].[CH2:20]1CCN2C(=NCCC2)CC1. (10) Reactant: Br[CH:2]([CH2:15][CH:16]1[CH2:18][CH2:17]1)[C:3]([O:5][C@@H:6]([CH3:14])[C:7](=[O:13])[N:8]1[CH2:12][CH2:11][CH2:10][CH2:9]1)=[O:4].[Na+].[I-].C(N(CC)CC)C.[CH3:28][O:29][C:30]1[CH:36]=[CH:35][C:33]([NH2:34])=[CH:32][CH:31]=1.S([O-])([O-])=O.[Na+].[Na+]. Product: [CH3:28][O:29][C:30]1[CH:36]=[CH:35][C:33]([NH:34][CH:2]([CH2:15][CH:16]2[CH2:18][CH2:17]2)[C:3]([O:5][C@@H:6]([CH3:14])[C:7](=[O:13])[N:8]2[CH2:12][CH2:11][CH2:10][CH2:9]2)=[O:4])=[CH:32][CH:31]=1. The catalyst class is: 362.